This data is from Catalyst prediction with 721,799 reactions and 888 catalyst types from USPTO. The task is: Predict which catalyst facilitates the given reaction. (1) Product: [F:33][C:15]1[C:14]2[C:18](=[CH:19][CH:20]=[C:12]([CH2:11][N:8]3[CH2:9][CH2:10][N:5]([S:2]([CH3:1])(=[O:3])=[O:4])[CH2:6][CH2:7]3)[CH:13]=2)[NH:17][C:16]=1[C:21]1[C:22](=[O:31])[NH:23][C:24]2[C:29]([CH:30]=1)=[CH:28][CH:27]=[CH:26][CH:25]=2. Reactant: [CH3:1][S:2]([N:5]1[CH2:10][CH2:9][N:8]([CH2:11][C:12]2[CH:13]=[C:14]3[C:18](=[CH:19][CH:20]=2)[NH:17][C:16]([C:21]2[C:22](=[O:31])[NH:23][C:24]4[C:29]([CH:30]=2)=[CH:28][CH:27]=[CH:26][CH:25]=4)=[CH:15]3)[CH2:7][CH2:6]1)(=[O:4])=[O:3].[B-](F)(F)(F)[F:33].[B-](F)(F)(F)F.C1[N+]2(CCl)CC[N+](F)(CC2)C1. The catalyst class is: 10. (2) Reactant: [CH3:1][N:2]([CH3:15])[CH2:3][CH2:4][N:5]1[CH:13]=[C:12]2[C:7]([CH:8]=[CH:9][C:10]([NH2:14])=[CH:11]2)=[N:6]1.[O:16]([C:23]1[CH:28]=[CH:27][C:26]([CH2:29][C:30](O)=[O:31])=[CH:25][CH:24]=1)[C:17]1[CH:22]=[CH:21][CH:20]=[CH:19][CH:18]=1.CCN=C=NCCCN(C)C.ON1C2C=CC=CC=2N=N1.CN1CCOCC1. Product: [CH3:1][N:2]([CH3:15])[CH2:3][CH2:4][N:5]1[CH:13]=[C:12]2[C:7]([CH:8]=[CH:9][C:10]([NH:14][C:30](=[O:31])[CH2:29][C:26]3[CH:27]=[CH:28][C:23]([O:16][C:17]4[CH:18]=[CH:19][CH:20]=[CH:21][CH:22]=4)=[CH:24][CH:25]=3)=[CH:11]2)=[N:6]1. The catalyst class is: 9. (3) Reactant: [Cu][C:2]#[N:3].Br[C:5]1[CH:10]=[CH:9][C:8]([Cl:11])=[C:7]([O:12][CH3:13])[C:6]=1[F:14]. Product: [Cl:11][C:8]1[CH:9]=[CH:10][C:5]([C:2]#[N:3])=[C:6]([F:14])[C:7]=1[O:12][CH3:13]. The catalyst class is: 9. (4) Reactant: [CH2:1]([O:8][C:9]1[C:10]([C:28]([O:30][CH2:31][CH3:32])=[O:29])=[C:11](Br)[N:12]2[CH2:17][CH2:16][N:15]([CH2:18][C:19]3[CH:24]=[CH:23][C:22]([F:25])=[CH:21][CH:20]=3)[C:14](=[O:26])[C:13]=12)[C:2]1[CH:7]=[CH:6][CH:5]=[CH:4][CH:3]=1.CN(C1CCCCC1)C1CCCCC1.[CH:47]([O:49]CCCC)=[CH2:48].C(P(C(C)(C)C)C(C)(C)C)(C)(C)C.Cl. Product: [C:47]([C:11]1[N:12]2[CH2:17][CH2:16][N:15]([CH2:18][C:19]3[CH:24]=[CH:23][C:22]([F:25])=[CH:21][CH:20]=3)[C:14](=[O:26])[C:13]2=[C:9]([O:8][CH2:1][C:2]2[CH:7]=[CH:6][CH:5]=[CH:4][CH:3]=2)[C:10]=1[C:28]([O:30][CH2:31][CH3:32])=[O:29])(=[O:49])[CH3:48]. The catalyst class is: 62. (5) Reactant: C(OC([N:8](C(OC(C)(C)C)=O)[C@@H:9]1[CH2:14][CH2:13][CH:12]([NH:15][C:16]2([C:19]([O:21][CH2:22][CH3:23])=[O:20])[CH2:18][CH2:17]2)[CH2:11][C@@H:10]1[NH2:24])=O)(C)(C)C.C(O)C.[ClH:35]. Product: [ClH:35].[CH2:22]([O:21][C:19]([C:16]1([NH:15][CH:12]2[CH2:13][CH2:14][C@@H:9]([NH2:8])[C@@H:10]([NH2:24])[CH2:11]2)[CH2:17][CH2:18]1)=[O:20])[CH3:23]. The catalyst class is: 4. (6) Product: [ClH:63].[CH2:1]([O:8][C:9]1[CH:14]=[CH:13][C:12]([N:15]([CH3:62])[C:16]([C:18]2[CH:19]=[C:20]([C:27]3[CH:28]=[C:29]4[C:33](=[CH:34][C:35]=3[C:36]([N:38]3[C@H:47]([CH2:48][N:49]5[CH2:50][CH2:51][O:52][CH2:53][CH2:54]5)[CH2:46][C:45]5[C:40](=[CH:41][CH:42]=[CH:43][CH:44]=5)[CH2:39]3)=[O:37])[CH2:32][NH:31][CH2:30]4)[N:21]3[C:26]=2[CH:25]=[CH:24][CH:23]=[CH:22]3)=[O:17])=[CH:11][CH:10]=1)[C:2]1[CH:3]=[CH:4][CH:5]=[CH:6][CH:7]=1. Reactant: [CH2:1]([O:8][C:9]1[CH:14]=[CH:13][C:12]([N:15]([CH3:62])[C:16]([C:18]2[CH:19]=[C:20]([C:27]3[CH:28]=[C:29]4[C:33](=[CH:34][C:35]=3[C:36]([N:38]3[C@H:47]([CH2:48][N:49]5[CH2:54][CH2:53][O:52][CH2:51][CH2:50]5)[CH2:46][C:45]5[C:40](=[CH:41][CH:42]=[CH:43][CH:44]=5)[CH2:39]3)=[O:37])[CH2:32][N:31](C(OC(C)(C)C)=O)[CH2:30]4)[N:21]3[C:26]=2[CH:25]=[CH:24][CH:23]=[CH:22]3)=[O:17])=[CH:11][CH:10]=1)[C:2]1[CH:7]=[CH:6][CH:5]=[CH:4][CH:3]=1.[ClH:63]. The catalyst class is: 12.